Dataset: Reaction yield outcomes from USPTO patents with 853,638 reactions. Task: Predict the reaction yield, written as a fraction of the theoretical maximum amount of product (1.0 means a 100% yield; for example, 0.34 means a 34% yield). The reactants are CSC.B.[Br:5][C:6]1[CH:14]=[CH:13][C:9]([C:10](O)=[O:11])=[C:8]([CH3:15])[CH:7]=1.O. The catalyst is O1CCCC1. The product is [Br:5][C:6]1[CH:14]=[CH:13][C:9]([CH2:10][OH:11])=[C:8]([CH3:15])[CH:7]=1. The yield is 0.970.